Task: Predict the product of the given reaction.. Dataset: Forward reaction prediction with 1.9M reactions from USPTO patents (1976-2016) (1) Given the reactants [CH:1]([C:4]1[N:8]=[C:7]([N:9]2[CH2:14][CH2:13][CH:12]([C@H:15]([CH3:23])[CH2:16][CH2:17][O:18]S(C)(=O)=O)[CH2:11][CH2:10]2)[O:6][N:5]=1)([CH3:3])[CH3:2].[Cl:24][C:25]1[N:30]=[C:29]([CH3:31])[C:28](O)=[CH:27][N:26]=1.C(=O)([O-])[O-].[K+].[K+], predict the reaction product. The product is: [Cl:24][C:25]1[N:30]=[C:29]([CH3:31])[C:28]([O:18][CH2:17][CH2:16][C@H:15]([CH:12]2[CH2:13][CH2:14][N:9]([C:7]3[O:6][N:5]=[C:4]([CH:1]([CH3:3])[CH3:2])[N:8]=3)[CH2:10][CH2:11]2)[CH3:23])=[CH:27][N:26]=1. (2) Given the reactants O.ON1C2C=CC=CC=2N=N1.Cl.CN(C)CCCN=C=NCC.[CH:24]1([C:27]([C:29]2[CH:53]=[CH:52][C:32]([O:33][C@@H:34]([C:37]3[O:41][N:40]=[C:39]([C:42]4[CH:50]=[CH:49][C:45]([C:46](O)=[O:47])=[C:44]([F:51])[CH:43]=4)[N:38]=3)[CH2:35][CH3:36])=[CH:31][CH:30]=2)=[O:28])[CH2:26][CH2:25]1.[NH2:54][C@H:55]1[C@@H:59]([OH:60])[CH2:58][O:57][C:56]1=[O:61], predict the reaction product. The product is: [CH:24]1([C:27]([C:29]2[CH:30]=[CH:31][C:32]([O:33][C@@H:34]([C:37]3[O:41][N:40]=[C:39]([C:42]4[CH:50]=[CH:49][C:45]([C:46]([NH:54][C@H:55]5[C@@H:59]([OH:60])[CH2:58][O:57][C:56]5=[O:61])=[O:47])=[C:44]([F:51])[CH:43]=4)[N:38]=3)[CH2:35][CH3:36])=[CH:52][CH:53]=2)=[O:28])[CH2:25][CH2:26]1. (3) The product is: [NH:51]1[CH:50]=[CH:49][N:48]=[C:47]1[CH2:46][NH:45][C:40]1[N:39]=[C:38]([O:60][CH3:61])[C:37]([NH:36][C:34]([C:32]2[N:33]=[C:29]([O:28][C:27]3[CH:62]=[C:23]([C:19]([CH3:20])([CH3:22])[CH3:21])[CH:24]=[CH:25][C:26]=3[CH3:63])[S:30][CH:31]=2)=[O:35])=[C:42]([O:43][CH3:44])[N:41]=1. Given the reactants [F-].C([N+](CCCC)(CCCC)CCCC)CCC.[C:19]([C:23]1[CH:24]=[CH:25][C:26]([CH3:63])=[C:27]([CH:62]=1)[O:28][C:29]1[S:30][CH:31]=[C:32]([C:34]([NH:36][C:37]2[C:38]([O:60][CH3:61])=[N:39][C:40]([NH:45][CH2:46][C:47]3[N:48](COCC[Si](C)(C)C)[CH:49]=[CH:50][N:51]=3)=[N:41][C:42]=2[O:43][CH3:44])=[O:35])[N:33]=1)([CH3:22])([CH3:21])[CH3:20].C(OCC)(=O)C.O, predict the reaction product. (4) Given the reactants [CH3:1][O:2][C:3]1[CH:11]=[CH:10][C:6]([C:7]([OH:9])=O)=[C:5]([CH3:12])[CH:4]=1.[CH2:13]([NH:15][CH2:16][CH3:17])[CH3:14], predict the reaction product. The product is: [CH2:13]([N:15]([CH2:16][CH3:17])[C:7](=[O:9])[C:6]1[CH:10]=[CH:11][C:3]([O:2][CH3:1])=[CH:4][C:5]=1[CH3:12])[CH3:14]. (5) Given the reactants Br[C:2]1C=C2C(=O)OC(=O)C2=CC=1.C[O:14][C:15]([C:17]1[C:18]([C:24]([OH:26])=[O:25])=[CH:19][C:20]([Br:23])=[CH:21][CH:22]=1)=[O:16], predict the reaction product. The product is: [CH3:2][O:26][C:24]([C:18]1[C:17]([C:15]([OH:14])=[O:16])=[CH:22][CH:21]=[C:20]([Br:23])[CH:19]=1)=[O:25]. (6) Given the reactants C([O:9][CH2:10][CH2:11][N:12]1[C:20]2[C:19](Cl)=[N:18][CH:17]=[N:16][C:15]=2[CH:14]=[CH:13]1)(=O)C1C=CC=CC=1.[CH3:22][C:23]1[CH:24]=[C:25]([CH:27]=[CH:28][C:29]=1[O:30][C:31]1[CH:36]=[CH:35][CH:34]=[C:33]([O:37][CH2:38][C:39]([F:42])([F:41])[F:40])[CH:32]=1)[NH2:26].[OH-].[Na+], predict the reaction product. The product is: [CH3:22][C:23]1[CH:24]=[C:25]([NH:26][C:19]2[C:20]3[N:12]([CH2:11][CH2:10][OH:9])[CH:13]=[CH:14][C:15]=3[N:16]=[CH:17][N:18]=2)[CH:27]=[CH:28][C:29]=1[O:30][C:31]1[CH:36]=[CH:35][CH:34]=[C:33]([O:37][CH2:38][C:39]([F:40])([F:41])[F:42])[CH:32]=1. (7) Given the reactants [CH2:1]([O:3][C:4](=[O:17])[CH2:5][NH:6][C:7]1[CH:12]=[CH:11][CH:10]=[C:9]([S:13]([CH3:16])(=[O:15])=[O:14])[CH:8]=1)[CH3:2].[CH2:18]=O.[CH:20]([S:22]([C:25]1[CH:30]=[CH:29][CH:28]=[CH:27][C:26]=1[C:31]([F:34])([F:33])[F:32])(=[O:24])=[O:23])=[CH2:21], predict the reaction product. The product is: [CH2:1]([O:3][C:4]([CH:5]1[CH2:18][CH:20]([S:22]([C:25]2[CH:30]=[CH:29][CH:28]=[CH:27][C:26]=2[C:31]([F:32])([F:34])[F:33])(=[O:23])=[O:24])[CH2:21][N:6]1[C:7]1[CH:12]=[CH:11][CH:10]=[C:9]([S:13]([CH3:16])(=[O:15])=[O:14])[CH:8]=1)=[O:17])[CH3:2]. (8) Given the reactants C(OC(=O)[NH:7][C@@H:8]([CH2:26][CH:27]([CH3:29])[CH3:28])[CH2:9][O:10][C:11]1C=C[C:14]2[C:24]3[C:19](=[C:20]([CH3:25])[N:21]=[CH:22][CH:23]=3)[CH2:18][O:17][C:15]=2[CH:16]=1)(C)(C)C.[C:31](O)([C:33](F)(F)F)=[O:32].C([O-])(O)=O.[Na+], predict the reaction product. The product is: [NH2:7][C@@H:8]([CH2:26][CH:27]([CH3:29])[CH3:28])[CH2:9][O:10][C:11]1[CH:16]=[CH:15][C:14]2[C:24]3[C:19](=[C:20]([CH3:25])[N:21]=[CH:22][CH:23]=3)[C:18](=[O:17])[O:32][C:31]=2[CH:33]=1. (9) Given the reactants [F:1][C:2]([F:25])([F:24])[C:3]1[CH:8]=[CH:7][C:6]([NH:9][S:10]([C:13]2[CH:14]=[C:15]([CH:21]=[CH:22][CH:23]=2)[C:16]([O:18]CC)=[O:17])(=[O:12])=[O:11])=[CH:5][CH:4]=1.C(O)C.[OH-].[Na+].Cl, predict the reaction product. The product is: [F:25][C:2]([F:1])([F:24])[C:3]1[CH:4]=[CH:5][C:6]([NH:9][S:10]([C:13]2[CH:14]=[C:15]([CH:21]=[CH:22][CH:23]=2)[C:16]([OH:18])=[O:17])(=[O:11])=[O:12])=[CH:7][CH:8]=1. (10) Given the reactants Br[C:2]1[CH:7]=[CH:6][C:5]([C:8](=[O:23])[CH2:9][NH:10][C:11]([C:13]2([C:16]3[CH:21]=[CH:20][C:19]([Cl:22])=[CH:18][CH:17]=3)[CH2:15][CH2:14]2)=[O:12])=[CH:4][CH:3]=1.[C:24]([O-:27])(=[O:26])C.[K+].C1(P(C2C=CC=CC=2)CCCP(C2C=CC=CC=2)C2C=CC=CC=2)C=CC=CC=1.[C]=O, predict the reaction product. The product is: [Cl:22][C:19]1[CH:20]=[CH:21][C:16]([C:13]2([C:11]([NH:10][CH2:9][C:8]([C:5]3[CH:6]=[CH:7][C:2]([C:24]([OH:27])=[O:26])=[CH:3][CH:4]=3)=[O:23])=[O:12])[CH2:15][CH2:14]2)=[CH:17][CH:18]=1.